This data is from Forward reaction prediction with 1.9M reactions from USPTO patents (1976-2016). The task is: Predict the product of the given reaction. (1) The product is: [N:1]1([C:7]2[CH:14]=[CH:13][CH:12]=[CH:11][C:8]=2[CH:9]([OH:27])[CH2:15][CH2:16][CH2:17][CH3:18])[CH2:6][CH2:5][CH2:4][CH2:3][CH2:2]1. Given the reactants [N:1]1([C:7]2[CH:14]=[CH:13][CH:12]=[CH:11][C:8]=2[C:9]#N)[CH2:6][CH2:5][CH2:4][CH2:3][CH2:2]1.[CH2:15]([Mg]Br)[CH2:16][CH2:17][CH3:18].Cl.[BH4-].[Na+].C1C[O:27]CC1, predict the reaction product. (2) Given the reactants [Si]([O:8][CH2:9][C:10]1[CH:15]=[CH:14][C:13]([N:16]2[CH2:20][CH2:19][CH2:18][C@H:17]2[C:21]([F:24])([F:23])[F:22])=[CH:12][CH:11]=1)(C(C)(C)C)(C)C.[F-].C([N+](CCCC)(CCCC)CCCC)CCC.O.C(OCC)(=O)C, predict the reaction product. The product is: [F:24][C:21]([F:22])([F:23])[C@@H:17]1[CH2:18][CH2:19][CH2:20][N:16]1[C:13]1[CH:14]=[CH:15][C:10]([CH2:9][OH:8])=[CH:11][CH:12]=1. (3) Given the reactants Br[CH2:2][C:3]1[N:4]([CH3:28])[C:5]2[C:10]([N:11]=1)=[C:9]([N:12]1[CH2:17][CH2:16][O:15][CH2:14][CH2:13]1)[N:8]=[C:7]([N:18]1[C:22]3[CH:23]=[CH:24][CH:25]=[CH:26][C:21]=3[N:20]=[C:19]1[CH3:27])[N:6]=2.[NH:29]1[CH2:32][CH:31]([N:33]2[CH2:38][CH2:37][CH2:36][CH2:35][CH2:34]2)[CH2:30]1, predict the reaction product. The product is: [CH3:28][N:4]1[C:3]([CH2:2][N:29]2[CH2:32][CH:31]([N:33]3[CH2:38][CH2:37][CH2:36][CH2:35][CH2:34]3)[CH2:30]2)=[N:11][C:10]2[C:5]1=[N:6][C:7]([N:18]1[C:22]3[CH:23]=[CH:24][CH:25]=[CH:26][C:21]=3[N:20]=[C:19]1[CH3:27])=[N:8][C:9]=2[N:12]1[CH2:17][CH2:16][O:15][CH2:14][CH2:13]1. (4) Given the reactants [H-].[Na+].[Cl:3][C:4]1[CH:9]=[CH:8][C:7]([CH2:10][C:11]#[N:12])=[CH:6][CH:5]=1.Br[CH2:14][CH2:15][CH2:16][CH2:17]Br, predict the reaction product. The product is: [Cl:3][C:4]1[CH:9]=[CH:8][C:7]([C:10]2([C:11]#[N:12])[CH2:17][CH2:16][CH2:15][CH2:14]2)=[CH:6][CH:5]=1. (5) The product is: [F:1][C:2]([F:33])([F:32])[C:3]1[CH:4]=[C:5]([C@H:13]2[O:17][C:16](=[O:18])[N:15]([CH2:19][C:20]3[CH:25]=[C:24]([C:26]([F:29])([F:28])[F:27])[CH:23]=[CH:22][C:21]=3[B:34]3[O:38][C:37]([CH3:40])([CH3:39])[C:36]([CH3:42])([CH3:41])[O:35]3)[C@H:14]2[CH3:31])[CH:6]=[C:7]([C:9]([F:12])([F:11])[F:10])[CH:8]=1. Given the reactants [F:1][C:2]([F:33])([F:32])[C:3]1[CH:4]=[C:5]([C@H:13]2[O:17][C:16](=[O:18])[N:15]([CH2:19][C:20]3[CH:25]=[C:24]([C:26]([F:29])([F:28])[F:27])[CH:23]=[CH:22][C:21]=3I)[C@H:14]2[CH3:31])[CH:6]=[C:7]([C:9]([F:12])([F:11])[F:10])[CH:8]=1.[B:34]1([B:34]2[O:38][C:37]([CH3:40])([CH3:39])[C:36]([CH3:42])([CH3:41])[O:35]2)[O:38][C:37]([CH3:40])([CH3:39])[C:36]([CH3:42])([CH3:41])[O:35]1.C([O-])(=O)C.[K+].O1CCOCC1, predict the reaction product. (6) Given the reactants [CH3:1][C:2]12O[C:8]([CH3:12])([CH:9]=[CH:10]1)[CH:7]1[CH:3]2[C:4](=[O:14])[O:5][C:6]1=[O:13], predict the reaction product. The product is: [CH3:12][C:8]1[CH:9]=[CH:10][C:2]([CH3:1])=[C:3]2[C:7]=1[C:6](=[O:13])[O:5][C:4]2=[O:14]. (7) Given the reactants [CH3:1][S:2]([C:5]1[CH:13]=[CH:12][C:8]([C:9](O)=[O:10])=[CH:7][CH:6]=1)(=[O:4])=[O:3].S(Cl)([Cl:16])=O, predict the reaction product. The product is: [CH3:1][S:2]([C:5]1[CH:13]=[CH:12][C:8]([C:9]([Cl:16])=[O:10])=[CH:7][CH:6]=1)(=[O:4])=[O:3].